Dataset: Full USPTO retrosynthesis dataset with 1.9M reactions from patents (1976-2016). Task: Predict the reactants needed to synthesize the given product. (1) Given the product [F:21][C:13]1[CH:14]=[C:15]([N+:18]([O-:20])=[O:19])[CH:16]=[CH:17][C:12]=1[O:11][C:8]1[CH:7]=[CH:6][N:5]=[C:4]2[CH:3]=[C:2]([C:27]3[CH:28]=[N:29][C:24]([O:23][CH3:22])=[CH:25][CH:26]=3)[S:10][C:9]=12, predict the reactants needed to synthesize it. The reactants are: Br[C:2]1[S:10][C:9]2[C:4](=[N:5][CH:6]=[CH:7][C:8]=2[O:11][C:12]2[CH:17]=[CH:16][C:15]([N+:18]([O-:20])=[O:19])=[CH:14][C:13]=2[F:21])[CH:3]=1.[CH3:22][O:23][C:24]1[N:29]=[CH:28][C:27](B(O)O)=[CH:26][CH:25]=1.[F-].[Cs+].C([O-])(O)=O.[Na+]. (2) Given the product [C:7]([O:11][C:12]([N:14]1[CH2:18][CH2:17][C@H:16]([C:19]([CH:2]2[CH2:5][CH2:4][CH2:3]2)=[O:24])[CH2:15]1)=[O:13])([CH3:10])([CH3:9])[CH3:8], predict the reactants needed to synthesize it. The reactants are: [Mg].[CH:2]1(Br)[CH2:5][CH2:4][CH2:3]1.[C:7]([O:11][C:12]([N:14]1[CH2:18][CH2:17][C@H:16]([C:19](=[O:24])N(OC)C)[CH2:15]1)=[O:13])([CH3:10])([CH3:9])[CH3:8]. (3) Given the product [Br-:25].[C:1]([O:5][C:6]([NH:8][CH:9]([C:19]1[CH:20]=[CH:21][CH:22]=[CH:23][CH:24]=1)[C:10]([O:12][C@@H:13]1[CH2:17][CH2:16][N+:15]([CH3:18])([CH2:26][C:27](=[O:28])[C:29]2[S:30][CH:31]=[CH:32][CH:33]=2)[CH2:14]1)=[O:11])=[O:7])([CH3:4])([CH3:2])[CH3:3], predict the reactants needed to synthesize it. The reactants are: [C:1]([O:5][C:6]([NH:8][CH:9]([C:19]1[CH:24]=[CH:23][CH:22]=[CH:21][CH:20]=1)[C:10]([O:12][C@@H:13]1[CH2:17][CH2:16][N:15]([CH3:18])[CH2:14]1)=[O:11])=[O:7])([CH3:4])([CH3:3])[CH3:2].[Br:25][CH2:26][C:27]([C:29]1[S:30][CH:31]=[CH:32][CH:33]=1)=[O:28]. (4) The reactants are: [I:1][C:2]1[CH:3]=[CH:4][C:5]([N:10]2[CH:14]=[C:13]([CH3:15])[N:12]=[CH:11]2)=[C:6]([CH:9]=1)[C:7]#[N:8].[CH3:16][N+:17]([CH3:19])=[CH2:18].[I-]. Given the product [CH3:16][N:17]([CH2:19][C:14]1[N:10]([C:5]2[CH:4]=[CH:3][C:2]([I:1])=[CH:9][C:6]=2[C:7]#[N:8])[CH:11]=[N:12][C:13]=1[CH3:15])[CH3:18], predict the reactants needed to synthesize it. (5) Given the product [CH2:10]([O:17][C:18](=[O:19])[NH:1][C:2]1[CH:7]=[CH:6][C:5]([OH:8])=[C:4]([CH3:9])[CH:3]=1)[C:11]1[CH:16]=[CH:15][CH:14]=[CH:13][CH:12]=1, predict the reactants needed to synthesize it. The reactants are: [NH2:1][C:2]1[CH:7]=[CH:6][C:5]([OH:8])=[C:4]([CH3:9])[CH:3]=1.[CH2:10]([O:17][C:18](Cl)=[O:19])[C:11]1[CH:16]=[CH:15][CH:14]=[CH:13][CH:12]=1. (6) The reactants are: Br[C:2]1[CH:7]=[CH:6][N:5]=[CH:4][C:3]=1C.[C:9](=[O:12])([O-])[O-].[Cs+].[Cs+].[Cl:15][C:16]1[CH:22]=[CH:21][C:20]([O:23][CH3:24])=[CH:19][C:17]=1[NH2:18].[C:25]1(C)C=CC=CC=1. Given the product [Cl:15][C:16]1[CH:22]=[CH:21][C:20]([O:23][CH3:24])=[CH:19][C:17]=1[NH:18][C:3]1[C:4]([CH3:25])=[N:5][C:6]([O:12][CH3:9])=[CH:7][CH:2]=1, predict the reactants needed to synthesize it. (7) The reactants are: Cl[CH2:2][C:3]1[CH:4]=[CH:5][C:6]2[S:11][C:10]3[N:12]=[CH:13][CH:14]=[N:15][C:9]=3[N:8]([CH2:16][O:17][CH3:18])[C:7]=2[CH:19]=1.CO.[S:22]([O-:25])([O-:24])=[O:23].[Na+:26].[Na+]. Given the product [CH3:18][O:17][CH2:16][N:8]1[C:7]2[CH:19]=[C:3]([CH2:2][S:22]([O-:25])(=[O:24])=[O:23])[CH:4]=[CH:5][C:6]=2[S:11][C:10]2[N:12]=[CH:13][CH:14]=[N:15][C:9]1=2.[Na+:26], predict the reactants needed to synthesize it.